This data is from Reaction yield outcomes from USPTO patents with 853,638 reactions. The task is: Predict the reaction yield, written as a fraction of the theoretical maximum amount of product (1.0 means a 100% yield; for example, 0.34 means a 34% yield). (1) The reactants are [CH3:1][C:2]1[N:7]=[C:6]([NH:8][CH3:9])[N:5]=[C:4]([NH:10][CH:11]2[CH2:16][CH2:15][CH2:14][CH:13]([C:17]([OH:19])=O)[CH2:12]2)[N:3]=1.[F:20][C:21]1[CH:26]=[CH:25][C:24]([CH2:27][NH2:28])=[C:23]([C:29]([F:32])([F:31])[F:30])[CH:22]=1.C(N(C(C)C)CC)(C)C.F[P-](F)(F)(F)(F)F.N1(O[P+](N(C)C)(N(C)C)N(C)C)C2C=CC=CC=2N=N1. The catalyst is CN(C)C=O. The product is [F:20][C:21]1[CH:26]=[CH:25][C:24]([CH2:27][NH:28][C:17]([C@H:13]2[CH2:14][CH2:15][CH2:16][C@@H:11]([NH:10][C:4]3[N:3]=[C:2]([CH3:1])[N:7]=[C:6]([NH:8][CH3:9])[N:5]=3)[CH2:12]2)=[O:19])=[C:23]([C:29]([F:30])([F:31])[F:32])[CH:22]=1. The yield is 0.560. (2) The reactants are [H-].[Na+].Cl.[NH2:4][C:5]1[N:10]2[C:11]([C:15]([O:17]CC)=O)=[C:12]([CH3:14])[N:13]=[C:9]2[CH:8]=[CH:7][CH:6]=1.O. The catalyst is CN(C=O)C. The product is [CH3:14][C:12]1[N:13]=[C:9]2[CH:8]=[CH:7][CH:6]=[C:5]3[N:10]2[C:11]=1[C:15](=[O:17])[NH:4]3. The yield is 0.861. (3) The reactants are [C:1]([C:4]1([C:10]2[CH:15]=[CH:14][CH:13]=[CH:12][CH:11]=2)[CH2:9][CH2:8][NH:7][CH2:6][CH2:5]1)(=[O:3])[CH3:2].Br.Br[CH2:18][CH2:19][CH2:20][NH2:21].C(=O)([O-])[O-].[K+].[K+]. The catalyst is O1CCOCC1. The product is [C:1]([C:4]1([C:10]2[CH:15]=[CH:14][CH:13]=[CH:12][CH:11]=2)[CH2:5][CH2:6][N:7]([CH2:18][CH2:19][CH2:20][NH2:21])[CH2:8][CH2:9]1)(=[O:3])[CH3:2]. The yield is 0.400. (4) The reactants are [CH3:1][S:2]([OH:5])(=[O:4])=[O:3].[CH3:6][O:7][C:8]1[CH:9]=[C:10](/[C:16](=[CH:19]/[C:20]2[S:21][C:22]([N:25]3[CH2:30][CH2:29][N:28]([CH2:31][CH2:32][OH:33])[CH2:27][CH2:26]3)=[CH:23][CH:24]=2)/[C:17]#[N:18])[CH:11]=[CH:12][C:13]=1[O:14][CH3:15]. The catalyst is C(O)C. The product is [CH3:1][S:2]([OH:5])(=[O:4])=[O:3].[CH3:6][O:7][C:8]1[CH:9]=[C:10](/[C:16](=[CH:19]/[C:20]2[S:21][C:22]([N:25]3[CH2:30][CH2:29][N:28]([CH2:31][CH2:32][OH:33])[CH2:27][CH2:26]3)=[CH:23][CH:24]=2)/[C:17]#[N:18])[CH:11]=[CH:12][C:13]=1[O:14][CH3:15]. The yield is 0.850. (5) The reactants are [OH:1][C:2]1[CH:3]=[C:4]([CH:7]=[CH:8][C:9]=1[OH:10])[CH:5]=[O:6].[CH2:11](Br)[C:12]1[CH:17]=[CH:16][CH:15]=[CH:14][CH:13]=1.C([O-])([O-])=O.[K+].[K+]. The catalyst is CC(C)=O. The product is [CH2:11]([O:10][C:9]1[CH:8]=[CH:7][C:4]([CH:5]=[O:6])=[CH:3][C:2]=1[OH:1])[C:12]1[CH:17]=[CH:16][CH:15]=[CH:14][CH:13]=1. The yield is 0.500.